This data is from Reaction yield outcomes from USPTO patents with 853,638 reactions. The task is: Predict the reaction yield, written as a fraction of the theoretical maximum amount of product (1.0 means a 100% yield; for example, 0.34 means a 34% yield). (1) The reactants are [O-]CC.[Na+].C(OCC)(=O)C.[OH:11][C:12]1[CH:17]=[CH:16][C:15]([CH2:18][CH2:19][CH2:20][C:21]2[N:22]([CH2:35][CH2:36][CH3:37])[C:23](=[O:34])[N:24]([CH2:26][C:27]3[CH:32]=[CH:31][C:30]([CH3:33])=[CH:29][CH:28]=3)[N:25]=2)=[CH:14][CH:13]=1.[C:38]([O:43][CH:44](CC)[CH2:45]CC)(=[O:42])[CH:39]([CH3:41])[CH3:40].Cl. The catalyst is C(O)C.O.C(OC(CC)CCC)(=O)C(C)C. The product is [CH2:44]([O:43][C:38](=[O:42])[C:39]([CH3:41])([O:11][C:12]1[CH:17]=[CH:16][C:15]([CH2:18][CH2:19][CH2:20][C:21]2[N:22]([CH2:35][CH2:36][CH3:37])[C:23](=[O:34])[N:24]([CH2:26][C:27]3[CH:28]=[CH:29][C:30]([CH3:33])=[CH:31][CH:32]=3)[N:25]=2)=[CH:14][CH:13]=1)[CH3:40])[CH3:45]. The yield is 0.630. (2) The reactants are [Br:1][C:2]1[CH:11]=[C:10]2[C:5]([C:6]([CH3:14])([CH3:13])[CH2:7][CH2:8][C:9]2=O)=[CH:4][C:3]=1[O:15][CH3:16].[CH:17]([Mg]Br)([CH3:19])[CH3:18]. No catalyst specified. The product is [Br:1][C:2]1[CH:11]=[C:10]2[C:5](=[CH:4][C:3]=1[O:15][CH3:16])[C:6]([CH3:14])([CH3:13])[CH2:7][CH:8]=[C:9]2[CH:17]([CH3:19])[CH3:18]. The yield is 0.680. (3) The reactants are [N:1]([C:4]1[CH:11]=[CH:10][C:7]([C:8]#[N:9])=[C:6]([S:12]([C:15]([F:18])([F:17])[F:16])(=[O:14])=[O:13])[CH:5]=1)=[C:2]=[S:3].[N:19]#[C:20][NH2:21].[Na].[CH3:23]I. The catalyst is CO. The product is [C:8]([C:7]1[CH:10]=[CH:11][C:4]([NH:1][CH:2]([S:3][CH3:23])[NH:19][C:20]#[N:21])=[CH:5][C:6]=1[S:12]([C:15]([F:18])([F:16])[F:17])(=[O:14])=[O:13])#[N:9]. The yield is 0.550. (4) The reactants are [NH2:1][C:2]1[C:10]([CH3:11])=[CH:9][C:8]([Cl:12])=[CH:7][C:3]=1[C:4]([OH:6])=[O:5].Cl[C:14](OC1C=CC=CC=1)=[O:15]. The catalyst is C(OC(CC)C)(=O)C.ClC(OC1C=CC=CC=1)=O. The product is [Cl:12][C:8]1[CH:9]=[C:10]([CH3:11])[C:2]2[NH:1][C:14](=[O:15])[O:5][C:4](=[O:6])[C:3]=2[CH:7]=1. The yield is 0.983. (5) The reactants are [Cl:1][C:2]1[CH:7]=[CH:6][CH:5]=[CH:4][C:3]=1[S:8][CH2:9][CH:10](OCC)OCC. The catalyst is C1(C)C=CC=CC=1. The product is [Cl:1][C:2]1[C:3]2[S:8][CH:9]=[CH:10][C:4]=2[CH:5]=[CH:6][CH:7]=1. The yield is 0.675.